From a dataset of Full USPTO retrosynthesis dataset with 1.9M reactions from patents (1976-2016). Predict the reactants needed to synthesize the given product. (1) Given the product [N:5]1([CH2:3][CH2:2][C:1]#[N:4])[CH2:9][CH2:8][CH2:7][CH2:6]1, predict the reactants needed to synthesize it. The reactants are: [C:1](#[N:4])[CH:2]=[CH2:3].[NH:5]1[CH2:9][CH2:8][CH2:7][CH2:6]1. (2) Given the product [F:18][C:15]1[CH:16]=[CH:17][C:12]2[N:11]=[C:10]([C@@H:8]([NH:7][C:6](=[O:5])[CH3:28])[CH3:9])[N:19]([C:20]3[CH:21]=[N:22][CH:23]=[CH:24][CH:25]=3)[C:13]=2[CH:14]=1, predict the reactants needed to synthesize it. The reactants are: C([O:5][C:6](=O)[NH:7][C@H:8]([C:10](=O)[NH:11][C:12]1[CH:17]=[CH:16][C:15]([F:18])=[CH:14][C:13]=1[NH:19][C:20]1[CH:21]=[N:22][CH:23]=[CH:24][CH:25]=1)[CH3:9])(C)(C)C.[CH3:28]C(O)=O. (3) Given the product [C:1]([O:5][C:6]([N:8]1[CH2:12][C@@H:11]([N:13]([CH2:21][C:22]2[CH:27]=[C:26]([C:28]([F:31])([F:30])[F:29])[CH:25]=[C:24]([C:32]([F:35])([F:34])[F:33])[CH:23]=2)[C:14]2[N:19]=[CH:18][C:17]([N:38]3[CH2:43][CH2:42][O:41][CH2:40][CH2:39]3)=[CH:16][N:15]=2)[CH2:10][C@H:9]1[CH2:36][CH3:37])=[O:7])([CH3:4])([CH3:3])[CH3:2], predict the reactants needed to synthesize it. The reactants are: [C:1]([O:5][C:6]([N:8]1[CH2:12][C@@H:11]([N:13]([CH2:21][C:22]2[CH:27]=[C:26]([C:28]([F:31])([F:30])[F:29])[CH:25]=[C:24]([C:32]([F:35])([F:34])[F:33])[CH:23]=2)[C:14]2[N:19]=[CH:18][C:17](Br)=[CH:16][N:15]=2)[CH2:10][C@H:9]1[CH2:36][CH3:37])=[O:7])([CH3:4])([CH3:3])[CH3:2].[NH:38]1[CH2:43][CH2:42][O:41][CH2:40][CH2:39]1.C(P(C(C)(C)C)C1C=CC=CC=1C1C=CC=CC=1)(C)(C)C.CC(C)([O-])C.[Na+]. (4) Given the product [CH3:1][O:2][C:3]1[CH:4]=[C:5]2[C:10](=[CH:11][CH:12]=1)[CH2:9][N:8]([CH:15]=[O:16])[CH2:7][C:6]2([CH3:14])[CH3:13], predict the reactants needed to synthesize it. The reactants are: [CH3:1][O:2][C:3]1[CH:4]=[C:5]2[C:10](=[CH:11][CH:12]=1)[CH2:9][NH:8][CH2:7][C:6]2([CH3:14])[CH3:13].[CH:15](O)=[O:16].Cl.CN(C)CCCN=C=NCC. (5) The reactants are: Cl[C:2]1[N:7]=[C:6]([O:8][CH3:9])[C:5]([N+:10]([O-:12])=[O:11])=[CH:4][CH:3]=1.[N:13]1([C:19]([O:21][C:22]([CH3:25])([CH3:24])[CH3:23])=[O:20])[CH2:18][CH2:17][NH:16][CH2:15][CH2:14]1.C(N(CC)CC)C. Given the product [CH3:9][O:8][C:6]1[N:7]=[C:2]([N:16]2[CH2:15][CH2:14][N:13]([C:19]([O:21][C:22]([CH3:25])([CH3:24])[CH3:23])=[O:20])[CH2:18][CH2:17]2)[CH:3]=[CH:4][C:5]=1[N+:10]([O-:12])=[O:11], predict the reactants needed to synthesize it. (6) Given the product [F:12][C:4]1[C:5]([O:10][CH3:11])=[CH:6][C:7]([O:8][CH3:9])=[C:2]([F:1])[C:3]=1[N:13]1[CH2:18][C:17]2[CH:19]=[N:20][C:21]3[NH:25][C:24]([CH:26]4[CH2:27][CH2:28][O:29][CH2:30][CH2:31]4)=[CH:23][C:22]=3[C:16]=2[N:15]([CH3:32])[C:14]1=[O:33], predict the reactants needed to synthesize it. The reactants are: [F:1][C:2]1[C:7]([O:8][CH3:9])=[CH:6][C:5]([O:10][CH3:11])=[C:4]([F:12])[C:3]=1[N:13]1[CH2:18][C:17]2[CH:19]=[N:20][C:21]3[NH:25][C:24]([C:26]4[CH2:27][CH2:28][O:29][CH2:30][CH:31]=4)=[CH:23][C:22]=3[C:16]=2[N:15]([CH3:32])[C:14]1=[O:33]. (7) The reactants are: C[O:2][C:3]([C@@H:5]1[CH2:10][CH2:9][C@@H:8]([CH3:11])[CH2:7][C@@H:6]1[OH:12])=[O:4].[OH-].[Na+]. Given the product [OH:12][C@H:6]1[CH2:7][C@H:8]([CH3:11])[CH2:9][CH2:10][C@H:5]1[C:3]([OH:4])=[O:2], predict the reactants needed to synthesize it. (8) The reactants are: [F:1][C:2]1[CH:7]=[CH:6][C:5]([CH:8]2[C:17]([CH3:19])([CH3:18])[CH2:16][C:15]3[C:10](=[CH:11][CH:12]=[C:13]([C:20]([O:22][CH3:23])=[O:21])[CH:14]=3)[NH:9]2)=[CH:4][C:3]=1[N+:24]([O-])=O.[CH:27]1([C:31](O)=[O:32])[CH2:30][CH2:29][CH2:28]1.C(N(CC)C(C)C)(C)C.P(Cl)(Cl)(Cl)=O. Given the product [CH:27]1([C:31]([NH:24][C:3]2[CH:4]=[C:5]([CH:8]3[C:17]([CH3:19])([CH3:18])[CH2:16][C:15]4[C:10](=[CH:11][CH:12]=[C:13]([C:20]([O:22][CH3:23])=[O:21])[CH:14]=4)[NH:9]3)[CH:6]=[CH:7][C:2]=2[F:1])=[O:32])[CH2:30][CH2:29][CH2:28]1, predict the reactants needed to synthesize it. (9) Given the product [C:41]([NH:1][CH2:2][C:3]1[N:11]=[C:10]2[C:6]([NH:7][C:8](=[O:32])[N:9]2[C:12]2[CH:17]=[C:16]([O:18][CH2:19][C:20]3[C:25]([O:26][CH3:27])=[CH:24][CH:23]=[CH:22][C:21]=3[F:28])[C:15]([O:29][CH3:30])=[CH:14][C:13]=2[Cl:31])=[C:5]([O:33][CH3:34])[N:4]=1)(=[O:43])[CH3:42], predict the reactants needed to synthesize it. The reactants are: [NH2:1][CH2:2][C:3]1[N:11]=[C:10]2[C:6]([NH:7][C:8](=[O:32])[N:9]2[C:12]2[CH:17]=[C:16]([O:18][CH2:19][C:20]3[C:25]([O:26][CH3:27])=[CH:24][CH:23]=[CH:22][C:21]=3[F:28])[C:15]([O:29][CH3:30])=[CH:14][C:13]=2[Cl:31])=[C:5]([O:33][CH3:34])[N:4]=1.N1C=CC=CC=1.[C:41](OC(=O)C)(=[O:43])[CH3:42].Cl.